This data is from Full USPTO retrosynthesis dataset with 1.9M reactions from patents (1976-2016). The task is: Predict the reactants needed to synthesize the given product. (1) Given the product [C:8]([C:11]1[CH:12]=[C:13]([S:17]([NH:7][CH:1]2[CH2:6][CH2:5][CH2:4][CH2:3][CH2:2]2)(=[O:19])=[O:18])[CH:14]=[CH:15][CH:16]=1)(=[O:10])[CH3:9], predict the reactants needed to synthesize it. The reactants are: [CH:1]1([NH2:7])[CH2:6][CH2:5][CH2:4][CH2:3][CH2:2]1.[C:8]([C:11]1[CH:12]=[C:13]([S:17](Cl)(=[O:19])=[O:18])[CH:14]=[CH:15][CH:16]=1)(=[O:10])[CH3:9]. (2) Given the product [NH2:23][C:5]1[N:6]=[CH:7][C:8]([S:9]([NH:10][C:11]2[CH:12]=[CH:13][C:14]3[CH2:18][O:17][B:16]([OH:19])[C:15]=3[CH:20]=2)(=[O:22])=[O:21])=[C:3]([C:1]#[N:2])[CH:4]=1, predict the reactants needed to synthesize it. The reactants are: [C:1]([C:3]1[C:8]([S:9](=[O:22])(=[O:21])[NH:10][C:11]2[CH:12]=[CH:13][C:14]3[CH2:18][O:17][B:16]([OH:19])[C:15]=3[CH:20]=2)=[CH:7][N:6]=[C:5]([NH:23]C(=O)C)[CH:4]=1)#[N:2]. (3) Given the product [NH2:9][C:10]1([C:19]([OH:21])=[O:20])[CH:15]2[CH2:16][CH2:17][CH2:18][CH:11]1[CH2:12][CH2:13][CH2:14]2, predict the reactants needed to synthesize it. The reactants are: C([NH:9][C:10]1([C:19]([OH:21])=[O:20])[CH:15]2[CH2:16][CH2:17][CH2:18][CH:11]1[CH2:12][CH2:13][CH2:14]2)(=O)C1C=CC=CC=1. (4) Given the product [C:23]([C:8]1[CH:7]=[CH:6][C:5]([CH:4]=[O:12])=[CH:10][CH:9]=1)(=[O:28])[C:22]([C:16]1[CH:32]=[CH:31][C:30]([CH:34]=[O:33])=[CH:18][CH:17]=1)=[O:29], predict the reactants needed to synthesize it. The reactants are: C(O[CH:4]([O:12]CC)[C:5]1[CH:10]=[CH:9][C:8](Br)=[CH:7][CH:6]=1)C.[Li][CH2:16][CH2:17][CH2:18]C.CN1CCN(C)[C:23](=[O:28])[C:22]1=[O:29].[CH2:30]1[CH2:34][O:33][CH2:32][CH2:31]1. (5) Given the product [CH2:9]([O:8][C:6](=[O:7])[C:5]([Br:25])([CH2:11][CH:12]1[CH2:13][CH2:14]1)[C:4]([O:3][CH2:1][CH3:2])=[O:15])[CH3:10], predict the reactants needed to synthesize it. The reactants are: [CH2:1]([O:3][C:4](=[O:15])[CH:5]([CH2:11][CH:12]1[CH2:14][CH2:13]1)[C:6]([O:8][CH2:9][CH3:10])=[O:7])[CH3:2].[H-].[Na+].C1C(=O)N([Br:25])C(=O)C1. (6) Given the product [F:21][C:18]1[CH:19]=[CH:20][C:15]([C@@H:13]([N:12]2[CH2:11][CH2:10][CH2:9][CH:4]([C:3]([OH:2])=[O:22])[C:5]2=[O:6])[CH3:14])=[CH:16][CH:17]=1, predict the reactants needed to synthesize it. The reactants are: C[O:2][C:3](=[O:22])[CH:4]([CH2:9][CH2:10][CH2:11][NH:12][C@H:13]([C:15]1[CH:20]=[CH:19][C:18]([F:21])=[CH:17][CH:16]=1)[CH3:14])[C:5](OC)=[O:6]. (7) Given the product [CH3:18][O:17][C:11]1[CH:10]=[C:9]([NH:8][C:5]2[N:4]=[C:3]([N:19]3[CH:23]=[CH:22][C:21]([C:24]([F:27])([F:26])[F:25])=[N:20]3)[C:2]([C:33]3[CH:34]=[C:35]([C:36]([O:38][CH3:39])=[O:37])[C:30]([S:29][CH3:28])=[N:31][CH:32]=3)=[CH:7][N:6]=2)[CH:14]=[C:13]([O:15][CH3:16])[CH:12]=1, predict the reactants needed to synthesize it. The reactants are: Br[C:2]1[C:3]([N:19]2[CH:23]=[CH:22][C:21]([C:24]([F:27])([F:26])[F:25])=[N:20]2)=[N:4][C:5]([NH:8][C:9]2[CH:14]=[C:13]([O:15][CH3:16])[CH:12]=[C:11]([O:17][CH3:18])[CH:10]=2)=[N:6][CH:7]=1.[CH3:28][S:29][C:30]1[C:35]([C:36]([O:38][CH3:39])=[O:37])=[CH:34][C:33](B2OC(C)(C)C(C)(C)O2)=[CH:32][N:31]=1.COC(C1C=C(B(O)O)C=NC=1SC)=O.ClCCl.C(=O)([O-])[O-].[Na+].[Na+]. (8) Given the product [Cl:24][CH2:25][C:26]1[N:8]=[C:3]2[CH:4]=[CH:5][CH:6]=[CH:7][N:2]2[N:1]=1, predict the reactants needed to synthesize it. The reactants are: [NH2:1][N:2]1[CH:7]=[CH:6][CH:5]=[CH:4][C:3]1=[NH2+:8].CC1C=C(C)C=C(C)C=1S([O-])(=O)=O.[OH-].[Na+].[Cl:24][CH2:25][C:26](OC)=O.